From a dataset of Reaction yield outcomes from USPTO patents with 853,638 reactions. Predict the reaction yield, written as a fraction of the theoretical maximum amount of product (1.0 means a 100% yield; for example, 0.34 means a 34% yield). (1) The reactants are [CH3:1][O:2][C:3]([C:5]1[CH:13]=[C:12]2[C:8]([CH:9]=[CH:10][NH:11]2)=[CH:7][CH:6]=1)=[O:4].[F:14][CH:15]([F:25])[O:16][C:17]1[CH:24]=[CH:23][C:20]([CH2:21]Br)=[CH:19][CH:18]=1.[H-].[Na+]. The product is [CH3:1][O:2][C:3]([C:5]1[CH:13]=[C:12]2[C:8]([CH:9]=[CH:10][N:11]2[CH2:21][C:20]2[CH:19]=[CH:18][C:17]([O:16][CH:15]([F:14])[F:25])=[CH:24][CH:23]=2)=[CH:7][CH:6]=1)=[O:4]. The yield is 0.210. The catalyst is CN(C=O)C.O.C(OCC)(=O)C. (2) The reactants are [OH:1][C@H:2]1[C@H:9]2[C@:5]([C:12]([O:14]C)=[O:13])([O:6][C:7]([CH3:11])([CH3:10])[O:8]2)[O:4][C@H:3]1[CH2:16][NH:17][C:18](=[O:60])[CH2:19][NH:20][C:21](=[O:59])[CH2:22][N:23]1[CH2:34][CH2:33][N:32]([CH2:35][C:36](=[O:42])[O:37][C:38]([CH3:41])([CH3:40])[CH3:39])[CH2:31][CH2:30][N:29]([CH2:43][C:44](=[O:50])[O:45][C:46]([CH3:49])([CH3:48])[CH3:47])[CH2:28][CH2:27][N:26]([CH2:51][C:52]([O:54][C:55]([CH3:58])([CH3:57])[CH3:56])=[O:53])[CH2:25][CH2:24]1.O[Li].O. The catalyst is CO. The product is [OH:1][C@H:2]1[C@H:9]2[C@:5]([C:12]([OH:14])=[O:13])([O:6][C:7]([CH3:11])([CH3:10])[O:8]2)[O:4][C@H:3]1[CH2:16][NH:17][C:18](=[O:60])[CH2:19][NH:20][C:21](=[O:59])[CH2:22][N:23]1[CH2:34][CH2:33][N:32]([CH2:35][C:36](=[O:42])[O:37][C:38]([CH3:39])([CH3:40])[CH3:41])[CH2:31][CH2:30][N:29]([CH2:43][C:44](=[O:50])[O:45][C:46]([CH3:47])([CH3:48])[CH3:49])[CH2:28][CH2:27][N:26]([CH2:51][C:52]([O:54][C:55]([CH3:58])([CH3:57])[CH3:56])=[O:53])[CH2:25][CH2:24]1. The yield is 0.810. (3) The reactants are Br[C:2]1[C:3]([F:13])=[C:4]([CH:10]=[CH:11][CH:12]=1)[C:5]([O:7][CH2:8][CH3:9])=[O:6].[C:14](P(C(C)(C)C)C(C)(C)C)(C)(C)[CH3:15].CCCCCC.[F-].[K+]. The catalyst is C([Sn](CCCC)(CCCC)C=C)CCC.C(OCC)C.C1C=CC(/C=C/C(/C=C/C2C=CC=CC=2)=O)=CC=1.C1C=CC(/C=C/C(/C=C/C2C=CC=CC=2)=O)=CC=1.C1C=CC(/C=C/C(/C=C/C2C=CC=CC=2)=O)=CC=1.[Pd].[Pd].O. The product is [F:13][C:3]1[C:2]([CH:14]=[CH2:15])=[CH:12][CH:11]=[CH:10][C:4]=1[C:5]([O:7][CH2:8][CH3:9])=[O:6]. The yield is 0.970. (4) The reactants are [Cl:1][C:2]1[N:7]=[CH:6][C:5](N)=[CH:4][C:3]=1[CH3:9].[ClH:10].N([O-])=O.[Na+].[S:15](=[O:17])=[O:16]. No catalyst specified. The product is [Cl:1][C:2]1[N:7]=[CH:6][C:5]([S:15]([Cl:10])(=[O:17])=[O:16])=[CH:4][C:3]=1[CH3:9]. The yield is 0.620. (5) The reactants are [CH3:1][C:2]1[CH:7]=[CH:6][CH:5]=[C:4]([CH3:8])[C:3]=1[C:9]1[CH:19]=[CH:18][C:12]2[N:13]=[C:14]([NH2:17])[N:15]=[N:16][C:11]=2[CH:10]=1.S(=O)(=O)(O)N. The catalyst is NC1C=CC=CC=1. The product is [CH3:1][C:2]1[CH:7]=[CH:6][CH:5]=[C:4]([CH3:8])[C:3]=1[C:9]1[CH:19]=[CH:18][C:12]2[N:13]=[C:14]([NH:17][C:2]3[CH:7]=[CH:6][CH:5]=[CH:4][CH:3]=3)[N:15]=[N:16][C:11]=2[CH:10]=1. The yield is 0.320. (6) The product is [CH3:2][C:1]1[N:4]([C:5]2[CH:10]=[CH:9][CH:8]=[CH:7][CH:6]=2)[C:11]([C:12]2[CH:17]=[CH:16][CH:15]=[CH:14][CH:13]=2)=[N:19][N:20]=1. The reactants are [C:1]([NH:4][C:5]1[CH:10]=[CH:9][CH:8]=[CH:7][CH:6]=1)(=S)[CH3:2].[C:11]([NH:19][NH2:20])(=O)[C:12]1[CH:17]=[CH:16][CH:15]=[CH:14][CH:13]=1.C(O)CCC. The catalyst is O. The yield is 0.180. (7) The yield is 0.760. The reactants are [F:1][C:2]1[CH:7]=[CH:6][C:5]([CH:8]2[C:16]3[C:11](=[CH:12][CH:13]=[C:14]([CH3:17])[CH:15]=3)[NH:10][CH2:9]2)=[CH:4][CH:3]=1.Cl.[N:19]([O-])=[O:20].[Na+]. The product is [F:1][C:2]1[CH:7]=[CH:6][C:5]([CH:8]2[C:16]3[C:11](=[CH:12][CH:13]=[C:14]([CH3:17])[CH:15]=3)[N:10]([N:19]=[O:20])[CH2:9]2)=[CH:4][CH:3]=1. The catalyst is C(O)C.O. (8) The reactants are C(=O)([O-])[O-].[K+].[K+].[I-].[Na+].[OH:9][C:10]1[CH:11]=[C:12]([CH:15]=[CH:16][C:17]=1[OH:18])[CH:13]=[O:14].[CH2:19](Br)[CH2:20][CH2:21][CH3:22]. The catalyst is CC(=O)CC.O. The product is [OH:9][C:10]1[CH:11]=[C:12]([CH:15]=[CH:16][C:17]=1[O:18][CH2:19][CH2:20][CH2:21][CH3:22])[CH:13]=[O:14]. The yield is 0.580. (9) The reactants are C([CH:3]([C:15]1[C:20]([CH:21]([CH3:23])[CH3:22])=[C:19]([O:24][CH3:25])[N:18]=[C:17]([O:26][CH3:27])[N:16]=1)[C:4]1[CH:5]=[C:6]([CH:11]=[CH:12][C:13]#[N:14])[CH:7]=[C:8]([CH3:10])[CH:9]=1)#N.[H-].[Na+].CN(C=[O:34])C. No catalyst specified. The product is [CH:21]([C:20]1[C:15]([C:3]([C:4]2[CH:5]=[C:6]([CH:11]=[CH:12][C:13]#[N:14])[CH:7]=[C:8]([CH3:10])[CH:9]=2)=[O:34])=[N:16][C:17]([O:26][CH3:27])=[N:18][C:19]=1[O:24][CH3:25])([CH3:23])[CH3:22]. The yield is 0.770.